From a dataset of Full USPTO retrosynthesis dataset with 1.9M reactions from patents (1976-2016). Predict the reactants needed to synthesize the given product. (1) Given the product [N:1]1([C:17]([O:19][C:20]([CH3:23])([CH3:22])[CH3:21])=[O:18])[CH2:6][CH2:5][CH:4]([C:7]([O:9][CH2:10][CH3:11])=[O:8])[CH2:3][CH2:2]1, predict the reactants needed to synthesize it. The reactants are: [NH:1]1[CH2:6][CH2:5][CH:4]([C:7]([O:9][CH2:10][CH3:11])=[O:8])[CH2:3][CH2:2]1.C1COCC1.[C:17](O[C:17]([O:19][C:20]([CH3:23])([CH3:22])[CH3:21])=[O:18])([O:19][C:20]([CH3:23])([CH3:22])[CH3:21])=[O:18]. (2) Given the product [F:2][C:3]1[CH:8]=[C:7]([C:9]2[CH:17]=[C:16]3[C:12]([CH:13]=[N:14][N:15]3[CH3:18])=[CH:11][CH:10]=2)[CH:6]=[C:5]([F:19])[C:4]=1[C:20]([N:22]1[CH2:23][CH2:24][N:25]([C:32]([C:29]2([OH:28])[CH2:31][CH2:30]2)=[O:33])[CH2:26][CH2:27]1)=[O:21], predict the reactants needed to synthesize it. The reactants are: Cl.[F:2][C:3]1[CH:8]=[C:7]([C:9]2[CH:17]=[C:16]3[C:12]([CH:13]=[N:14][N:15]3[CH3:18])=[CH:11][CH:10]=2)[CH:6]=[C:5]([F:19])[C:4]=1[C:20]([N:22]1[CH2:27][CH2:26][NH:25][CH2:24][CH2:23]1)=[O:21].[OH:28][C:29]1([C:32](O)=[O:33])[CH2:31][CH2:30]1.CN(C(ON1N=NC2C=CC=CC1=2)=[N+](C)C)C.F[P-](F)(F)(F)(F)F.CCN(C(C)C)C(C)C.C(=O)(O)[O-].[Na+]. (3) The reactants are: I[C:2]1[CH:3]=[C:4]([O:21][C:22]([F:25])([F:24])[F:23])[CH:5]=[C:6]2[C:11]=1[O:10][CH:9]([C:12]([F:15])([F:14])F)[C:8]([C:16]([O:18][CH2:19][CH3:20])=[O:17])=[CH:7]2.[CH2:26]([CH:30]([Sn])C=C(CCCC)CCCC)[CH2:27]CC.[NH4+].[F-:43]. Given the product [CH2:30]([C:2]1[CH:3]=[C:4]([O:21][C:22]([F:25])([F:24])[F:23])[CH:5]=[C:6]2[C:11]=1[O:10][CH:9]([C:12]([F:14])([F:15])[F:43])[C:8]([C:16]([O:18][CH2:19][CH3:20])=[O:17])=[CH:7]2)[CH:26]=[CH2:27], predict the reactants needed to synthesize it. (4) Given the product [F:1][C:2]1[CH:7]=[C:6]([CH:8]([CH3:12])[C:9]([NH:43][CH2:42][CH:41]([CH3:44])[CH3:40])=[O:11])[CH:5]=[CH:4][C:3]=1[C:13]1[CH:18]=[CH:17][CH:16]=[CH:15][CH:14]=1, predict the reactants needed to synthesize it. The reactants are: [F:1][C:2]1[CH:7]=[C:6]([CH:8]([CH3:12])[C:9]([OH:11])=O)[CH:5]=[CH:4][C:3]=1[C:13]1[CH:18]=[CH:17][CH:16]=[CH:15][CH:14]=1.C1C=CC2N(O)N=NC=2C=1.C(N(CC)CC)C.C(Cl)CCl.[CH3:40][CH:41]([CH3:44])[CH2:42][NH2:43]. (5) Given the product [CH3:11][C:5]1([CH3:12])[CH2:6][CH2:7][CH2:8][C@H:9]([CH3:10])[C@H:4]1[OH:3], predict the reactants needed to synthesize it. The reactants are: C([O:3][CH:4]1[C@@H:9]([CH3:10])[CH2:8][CH2:7][CH2:6][C:5]1([CH3:12])[CH3:11])=O.[K].C1C=C(OCC2C=CC(Cl)=CC=2)C=C(/C=C2\C(N(CCC(O)=O)C(S\2)=S)=O)C=1.